This data is from Reaction yield outcomes from USPTO patents with 853,638 reactions. The task is: Predict the reaction yield, written as a fraction of the theoretical maximum amount of product (1.0 means a 100% yield; for example, 0.34 means a 34% yield). (1) The reactants are [F:1][C:2]1[CH:7]=[CH:6][C:5]([C@H:8]([CH2:18][C:19]([N:21]2[CH2:26][CH2:25][O:24][CH2:23][CH2:22]2)=[O:20])[C:9]([NH:11][C@H:12]([CH2:16][OH:17])[CH:13]([CH3:15])[CH3:14])=[O:10])=[CH:4][CH:3]=1.CC(OI1(OC(C)=O)(OC(C)=O)OC(=O)C2C=CC=CC1=2)=O. The catalyst is C(Cl)Cl.CCOC(C)=O. The product is [F:1][C:2]1[CH:7]=[CH:6][C:5]([C@H:8]([CH2:18][C:19]([N:21]2[CH2:26][CH2:25][O:24][CH2:23][CH2:22]2)=[O:20])[C:9]([NH:11][C@H:12]([CH:16]=[O:17])[CH:13]([CH3:14])[CH3:15])=[O:10])=[CH:4][CH:3]=1. The yield is 0.620. (2) The reactants are FC(F)(F)S(O[C:7]1[CH:12]=[CH:11][C:10]([CH2:13][CH2:14][C:15]#[N:16])=[CH:9][C:8]=1[CH2:17][CH:18]([CH3:20])[CH3:19])(=O)=O.[CH2:23]([C:27]1[CH:28]=[C:29](B2OC(C)(C)C(C)(C)O2)[CH:30]=[CH:31][C:32]=1[O:33][CH3:34])[CH:24]([CH3:26])[CH3:25].C([O-])([O-])=O.[Na+].[Na+].C(Cl)Cl. The catalyst is COCCOC.CCO.C1C=CC([P]([Pd]([P](C2C=CC=CC=2)(C2C=CC=CC=2)C2C=CC=CC=2)([P](C2C=CC=CC=2)(C2C=CC=CC=2)C2C=CC=CC=2)[P](C2C=CC=CC=2)(C2C=CC=CC=2)C2C=CC=CC=2)(C2C=CC=CC=2)C2C=CC=CC=2)=CC=1. The product is [CH2:17]([C:8]1[CH:9]=[C:10]([CH2:13][CH2:14][C:15]#[N:16])[CH:11]=[CH:12][C:7]=1[C:29]1[CH:30]=[CH:31][C:32]([O:33][CH3:34])=[C:27]([CH2:23][CH:24]([CH3:26])[CH3:25])[CH:28]=1)[CH:18]([CH3:20])[CH3:19]. The yield is 0.995. (3) The yield is 0.770. The product is [Br:5][C:6]1[CH:7]=[CH:8][C:9]([CH2:10][N:11]2[C:15]3[CH:16]=[CH:17][C:18]([OH:20])=[CH:19][C:14]=3[N:13]=[C:12]2[CH2:22][C:23]([CH3:29])([CH3:30])[C:24]([O:26][CH2:27][CH3:28])=[O:25])=[CH:31][CH:32]=1. The reactants are B(Br)(Br)Br.[Br:5][C:6]1[CH:32]=[CH:31][C:9]([CH2:10][N:11]2[C:15]3[CH:16]=[CH:17][C:18]([O:20]C)=[CH:19][C:14]=3[N:13]=[C:12]2[CH2:22][C:23]([CH3:30])([CH3:29])[C:24]([O:26][CH2:27][CH3:28])=[O:25])=[CH:8][CH:7]=1. The catalyst is C(Cl)Cl. (4) The catalyst is C(O)C. The yield is 0.700. The product is [Si:10]([O:17][C@@H:18]1[C@H:22]([CH2:23][O:24][Si:25]([C:28]([CH3:31])([CH3:30])[CH3:29])([CH3:26])[CH3:27])[CH2:21][C@@H:20]([NH:32][C:2]2[C:7]([F:8])=[C:6]([Cl:9])[N:5]=[CH:4][N:3]=2)[CH2:19]1)([C:13]([CH3:16])([CH3:15])[CH3:14])([CH3:12])[CH3:11]. The reactants are Cl[C:2]1[C:7]([F:8])=[C:6]([Cl:9])[N:5]=[CH:4][N:3]=1.[Si:10]([O:17][C@@H:18]1[C@H:22]([CH2:23][O:24][Si:25]([C:28]([CH3:31])([CH3:30])[CH3:29])([CH3:27])[CH3:26])[CH2:21][C@@H:20]([NH2:32])[CH2:19]1)([C:13]([CH3:16])([CH3:15])[CH3:14])([CH3:12])[CH3:11].C(N(CC)CC)C. (5) The reactants are [CH2:1]([O:3][C:4]([C:6]1[C:10]([N+:11]([O-])=O)=[CH:9][NH:8][N:7]=1)=[O:5])[CH3:2]. The catalyst is CCO.[Pd]. The product is [CH2:1]([O:3][C:4]([C:6]1[C:10]([NH2:11])=[CH:9][NH:8][N:7]=1)=[O:5])[CH3:2]. The yield is 0.980. (6) The product is [C:1]([C:3]1[CH:4]=[C:5]([C:16]2[CH:15]=[C:14]3[C:19](=[CH:18][CH:17]=2)[NH:11][C:12](=[O:27])[C:13]23[CH2:23][CH2:22][CH2:21][CH2:20]2)[CH:6]=[C:7]([F:9])[CH:8]=1)#[N:2]. The reactants are [C:1]([C:3]1[CH:4]=[C:5](Br)[CH:6]=[C:7]([F:9])[CH:8]=1)#[N:2].[NH:11]1[C:19]2[C:14](=[CH:15][CH:16]=[CH:17][CH:18]=2)[C:13]2([CH:23](B(O)O)[CH2:22][CH2:21][CH2:20]2)[C:12]1=[O:27].C(=O)([O-])[O-].[Na+].[Na+].[OH-].[Na+]. The yield is 0.440. The catalyst is COCCOC.O.[Pd].C1(P(C2C=CC=CC=2)C2C=CC=CC=2)C=CC=CC=1.C1(P(C2C=CC=CC=2)C2C=CC=CC=2)C=CC=CC=1.C1(P(C2C=CC=CC=2)C2C=CC=CC=2)C=CC=CC=1.C1(P(C2C=CC=CC=2)C2C=CC=CC=2)C=CC=CC=1.